This data is from Peptide-MHC class I binding affinity with 185,985 pairs from IEDB/IMGT. The task is: Regression. Given a peptide amino acid sequence and an MHC pseudo amino acid sequence, predict their binding affinity value. This is MHC class I binding data. (1) The peptide sequence is SSVVGVWYL. The MHC is H-2-Db with pseudo-sequence H-2-Db. The binding affinity (normalized) is 0.419. (2) The peptide sequence is KIMSIGFEA. The MHC is HLA-A02:02 with pseudo-sequence HLA-A02:02. The binding affinity (normalized) is 0.730. (3) The peptide sequence is AFIDTIKSL. The MHC is HLA-A30:02 with pseudo-sequence HLA-A30:02. The binding affinity (normalized) is 0.121.